From a dataset of Full USPTO retrosynthesis dataset with 1.9M reactions from patents (1976-2016). Predict the reactants needed to synthesize the given product. (1) Given the product [C:21]([O:20][C:18]([NH:1][CH:2]1[CH2:6][CH2:5][C:4]([CH2:7][CH2:8][CH2:9][CH2:10][PH:11](=[O:15])[O:12][CH2:13][CH3:14])=[CH:3]1)=[O:19])([CH3:24])([CH3:23])[CH3:22], predict the reactants needed to synthesize it. The reactants are: [NH2:1][CH:2]1[CH2:6][CH2:5][C:4]([CH2:7][CH2:8][CH2:9][CH2:10][PH:11](=[O:15])[O:12][CH2:13][CH3:14])=[CH:3]1.[OH-].[Na+].[C:18](O[C:18]([O:20][C:21]([CH3:24])([CH3:23])[CH3:22])=[O:19])([O:20][C:21]([CH3:24])([CH3:23])[CH3:22])=[O:19]. (2) Given the product [Br:1][C:2]1[CH:10]=[C:9]([F:11])[CH:8]=[C:7]2[C:3]=1[CH:4]=[N:5][N:6]2[C:23]1[CH:24]=[CH:25][C:20]([O:19][CH2:12][C:13]2[CH:14]=[CH:15][CH:16]=[CH:17][CH:18]=2)=[C:21]([F:29])[CH:22]=1, predict the reactants needed to synthesize it. The reactants are: [Br:1][C:2]1[CH:10]=[C:9]([F:11])[CH:8]=[C:7]2[C:3]=1[CH:4]=[N:5][NH:6]2.[CH2:12]([O:19][C:20]1[CH:25]=[CH:24][C:23](B(O)O)=[CH:22][C:21]=1[F:29])[C:13]1[CH:18]=[CH:17][CH:16]=[CH:15][CH:14]=1.N1C=CC=CC=1. (3) Given the product [C:4]1([CH:2]([S:1][C:10](=[O:14])[CH2:11][CH2:12][CH3:13])[CH3:3])[CH:9]=[CH:8][CH:7]=[CH:6][CH:5]=1, predict the reactants needed to synthesize it. The reactants are: [SH:1][CH:2]([C:4]1[CH:9]=[CH:8][CH:7]=[CH:6][CH:5]=1)[CH3:3].[C:10](Cl)(=[O:14])[CH2:11][CH2:12][CH3:13].